Dataset: Full USPTO retrosynthesis dataset with 1.9M reactions from patents (1976-2016). Task: Predict the reactants needed to synthesize the given product. Given the product [Br:1][C:2]1[C:3]([N:23]2[CH2:27][C@H:26]([OH:28])[C@@H:25]([OH:29])[CH2:24]2)=[N:4][CH:5]=[C:6]([CH:21]=1)[C:7]([NH:9][C:10]1[CH:15]=[CH:14][C:13]([O:16][C:17]([Cl:20])([F:19])[F:18])=[CH:12][CH:11]=1)=[O:8], predict the reactants needed to synthesize it. The reactants are: [Br:1][C:2]1[C:3](Cl)=[N:4][CH:5]=[C:6]([CH:21]=1)[C:7]([NH:9][C:10]1[CH:15]=[CH:14][C:13]([O:16][C:17]([Cl:20])([F:19])[F:18])=[CH:12][CH:11]=1)=[O:8].[NH:23]1[CH2:27][C@H:26]([OH:28])[C@@H:25]([OH:29])[CH2:24]1.CCN(C(C)C)C(C)C.Cl.